Dataset: Forward reaction prediction with 1.9M reactions from USPTO patents (1976-2016). Task: Predict the product of the given reaction. Given the reactants [ClH:1].[CH:2]1([C@@:7](O)([C:16]2[CH:21]=[CH:20][CH:19]=[CH:18][CH:17]=2)C(N2CCNCC2)=O)CCCC1.[CH3:23][CH2:24]N(C(C)C)C(C)C.C[N:33]([CH:35]=[O:36])C, predict the reaction product. The product is: [CH2:23]([O:33][C:35](=[NH:36])[CH2:2][CH2:7][C:16]1[CH:21]=[CH:20][CH:19]=[CH:18][CH:17]=1)[CH3:24].[ClH:1].